Task: Regression. Given two drug SMILES strings and cell line genomic features, predict the synergy score measuring deviation from expected non-interaction effect.. Dataset: NCI-60 drug combinations with 297,098 pairs across 59 cell lines (1) Drug 1: C1=CC(=CC=C1CCCC(=O)O)N(CCCl)CCCl. Drug 2: CN(CCCl)CCCl.Cl. Cell line: LOX IMVI. Synergy scores: CSS=29.1, Synergy_ZIP=-9.02, Synergy_Bliss=-2.78, Synergy_Loewe=-3.12, Synergy_HSA=0.119. (2) Drug 1: C1=CC=C(C=C1)NC(=O)CCCCCCC(=O)NO. Drug 2: CC1=C(N=C(N=C1N)C(CC(=O)N)NCC(C(=O)N)N)C(=O)NC(C(C2=CN=CN2)OC3C(C(C(C(O3)CO)O)O)OC4C(C(C(C(O4)CO)O)OC(=O)N)O)C(=O)NC(C)C(C(C)C(=O)NC(C(C)O)C(=O)NCCC5=NC(=CS5)C6=NC(=CS6)C(=O)NCCC[S+](C)C)O. Cell line: SR. Synergy scores: CSS=83.8, Synergy_ZIP=4.43, Synergy_Bliss=3.20, Synergy_Loewe=0.865, Synergy_HSA=4.93. (3) Drug 1: CC(C)(C#N)C1=CC(=CC(=C1)CN2C=NC=N2)C(C)(C)C#N. Drug 2: C(CC(=O)O)C(=O)CN.Cl. Cell line: EKVX. Synergy scores: CSS=-0.519, Synergy_ZIP=2.72, Synergy_Bliss=0.685, Synergy_Loewe=-5.34, Synergy_HSA=-5.42.